From a dataset of Forward reaction prediction with 1.9M reactions from USPTO patents (1976-2016). Predict the product of the given reaction. Given the reactants [Cl:1][C:2]1[CH:34]=[CH:33][C:5]([CH2:6][NH:7][C:8](=[O:32])[N:9]([CH2:30][CH3:31])[CH2:10][C:11]2[CH:16]=[C:15]([C:17]([F:20])([F:19])[F:18])[CH:14]=[CH:13][C:12]=2B2OC(C)(C)C(C)(C)O2)=[CH:4][CH:3]=1.[CH3:35][O:36][C:37](=[O:57])[CH2:38][C:39]1[CH:44]=[C:43]([C:45]([F:48])([F:47])[F:46])[CH:42]=[C:41](OS(C(F)(F)F)(=O)=O)[CH:40]=1, predict the reaction product. The product is: [CH3:35][O:36][C:37](=[O:57])[CH2:38][C:39]1[CH:40]=[C:41]([C:12]2[CH:13]=[CH:14][C:15]([C:17]([F:19])([F:18])[F:20])=[CH:16][C:11]=2[CH2:10][N:9]([CH2:30][CH3:31])[C:8]([NH:7][CH2:6][C:5]2[CH:4]=[CH:3][C:2]([Cl:1])=[CH:34][CH:33]=2)=[O:32])[CH:42]=[C:43]([C:45]([F:47])([F:46])[F:48])[CH:44]=1.